From a dataset of Forward reaction prediction with 1.9M reactions from USPTO patents (1976-2016). Predict the product of the given reaction. (1) Given the reactants [NH2:1][C:2]1[CH:3]=[CH:4][C:5]2[CH2:9][O:8][B:7]([OH:10])[C:6]=2[CH:11]=1.CN1CCOCC1.[C:19]([C:21]1[CH:26]=[C:25]([N+:27]([O-:29])=[O:28])[CH:24]=[CH:23][C:22]=1[S:30](Cl)(=[O:32])=[O:31])#[N:20], predict the reaction product. The product is: [C:19]([C:21]1[CH:26]=[C:25]([N+:27]([O-:29])=[O:28])[CH:24]=[CH:23][C:22]=1[S:30]([NH:1][C:2]1[CH:3]=[CH:4][C:5]2[CH2:9][O:8][B:7]([OH:10])[C:6]=2[CH:11]=1)(=[O:32])=[O:31])#[N:20]. (2) Given the reactants [CH:1]([N:4]([CH2:16][CH2:17][CH2:18][CH:19]=[CH2:20])[C:5]([NH:7][C@H:8]([C:13]([OH:15])=[O:14])[C:9]([CH3:12])([CH3:11])[CH3:10])=[O:6])([CH3:3])[CH3:2].Br[CH2:22]CCCC=C, predict the reaction product. The product is: [CH2:16]([N:4]([CH:1]([CH3:2])[CH3:3])[C:5]([NH:7][C@H:8]([C:13]([OH:15])=[O:14])[C:9]([CH3:12])([CH3:11])[CH3:10])=[O:6])[CH2:17][CH2:18][CH2:19][CH:20]=[CH2:22].